The task is: Predict which catalyst facilitates the given reaction.. This data is from Catalyst prediction with 721,799 reactions and 888 catalyst types from USPTO. (1) Reactant: C(O[C:6]([N:8](C)[C@@H:9]1[C@H:14]([CH3:15])[CH2:13][CH2:12][N:11](C(OC(C)(C)C)=O)[CH2:10]1)=O)(C)(C)C.[ClH:24].O1CCOCC1. Product: [ClH:24].[ClH:24].[CH3:6][NH:8][C@@H:9]1[C@H:14]([CH3:15])[CH2:13][CH2:12][NH:11][CH2:10]1. The catalyst class is: 1. (2) Reactant: [CH2:1]([NH:8][CH2:9][C@@H:10]([C:19]1[CH:28]=[CH:27][C:26]([O:29][CH2:30][C:31]2[CH:36]=[CH:35][CH:34]=[CH:33][CH:32]=2)=[C:25]2[C:20]=1[CH:21]=[CH:22][C:23](=[O:37])[NH:24]2)[O:11][Si:12]([C:15]([CH3:18])([CH3:17])[CH3:16])([CH3:14])[CH3:13])[C:2]1[CH:7]=[CH:6][CH:5]=[CH:4][CH:3]=1.C(O)(=O)C.O=[CH:43][CH2:44][CH2:45][CH2:46][CH2:47][CH2:48][CH2:49][CH2:50][CH2:51][N:52]1[CH2:57][CH2:56][CH:55]([O:58][C:59](=[O:73])[NH:60][C:61]2[CH:66]=[CH:65][CH:64]=[CH:63][C:62]=2[C:67]2[CH:72]=[CH:71][CH:70]=[CH:69][CH:68]=2)[CH2:54][CH2:53]1.C(O[BH-](OC(=O)C)OC(=O)C)(=O)C.[Na+].C(=O)(O)[O-].[Na+]. Product: [CH2:1]([N:8]([CH2:9][C@@H:10]([C:19]1[CH:28]=[CH:27][C:26]([O:29][CH2:30][C:31]2[CH:32]=[CH:33][CH:34]=[CH:35][CH:36]=2)=[C:25]2[C:20]=1[CH:21]=[CH:22][C:23](=[O:37])[NH:24]2)[O:11][Si:12]([C:15]([CH3:18])([CH3:17])[CH3:16])([CH3:14])[CH3:13])[CH2:43][CH2:44][CH2:45][CH2:46][CH2:47][CH2:48][CH2:49][CH2:50][CH2:51][N:52]1[CH2:53][CH2:54][CH:55]([O:58][C:59](=[O:73])[NH:60][C:61]2[CH:66]=[CH:65][CH:64]=[CH:63][C:62]=2[C:67]2[CH:68]=[CH:69][CH:70]=[CH:71][CH:72]=2)[CH2:56][CH2:57]1)[C:2]1[CH:7]=[CH:6][CH:5]=[CH:4][CH:3]=1. The catalyst class is: 4. (3) The catalyst class is: 7. Reactant: C[Si]([N-][Si](C)(C)C)(C)C.[Na+].[CH3:11][O:12][C:13]1[CH:24]=[CH:23][C:16]([CH2:17][C:18]2([C:21]#[N:22])[CH2:20][CH2:19]2)=[CH:15][CH:14]=1.C1(C#N)CC1.ClCC1C=CC(OC)=CC=1. Product: [CH3:11][O:12][C:13]1[CH:24]=[CH:23][C:16]([CH2:17][C:18]2([C:21]#[N:22])[CH2:19][CH2:20]2)=[CH:15][CH:14]=1. (4) Reactant: [C:1]([O:5][C:6](=[O:22])[CH2:7][CH2:8][CH2:9][CH2:10][N:11]1C(=O)C2C(=CC=CC=2)C1=O)([CH3:4])([CH3:3])[CH3:2].O.NN. Product: [C:1]([O:5][C:6](=[O:22])[CH2:7][CH2:8][CH2:9][CH2:10][NH2:11])([CH3:4])([CH3:2])[CH3:3]. The catalyst class is: 8. (5) Reactant: [CH2:1]([O:3][CH2:4][C:5]1[N:6]([CH2:32][C:33]([OH:36])([CH3:35])[CH3:34])[C:7]2[C:16]3[CH:15]=[CH:14][C:13]([O:17][CH:18]4[CH2:23][CH2:22][N:21]([C:24]([O:26][C:27]([CH3:30])([CH3:29])[CH3:28])=[O:25])[CH2:20][CH2:19]4)=[CH:12][C:11]=3[N:10]=[CH:9][C:8]=2[N:31]=1)[CH3:2].ClC1C=C(C=CC=1)C(OO)=O.[OH-].[NH4+:49].C1(C)C=CC(S(Cl)(=O)=O)=CC=1. Product: [NH2:49][C:9]1[C:8]2[N:31]=[C:5]([CH2:4][O:3][CH2:1][CH3:2])[N:6]([CH2:32][C:33]([OH:36])([CH3:35])[CH3:34])[C:7]=2[C:16]2[CH:15]=[CH:14][C:13]([O:17][CH:18]3[CH2:19][CH2:20][N:21]([C:24]([O:26][C:27]([CH3:30])([CH3:28])[CH3:29])=[O:25])[CH2:22][CH2:23]3)=[CH:12][C:11]=2[N:10]=1. The catalyst class is: 22. (6) Reactant: [CH3:1][C:2]1[CH:3]=[C:4]([O:15][C:16]2[C:25]3[C:20](=[CH:21][C:22]([OH:28])=[C:23]([O:26][CH3:27])[CH:24]=3)[N:19]=[CH:18][CH:17]=2)[C:5]([C:9]2[CH:14]=[CH:13][CH:12]=[CH:11][CH:10]=2)=[N:6][C:7]=1[CH3:8].C1(P(C2C=CC=CC=2)C2C=CC=CC=2)C=CC=CC=1.CC1(C)[O:54][CH2:53][CH:52]([CH2:55]O)[CH2:51][O:50]1.S(=O)(=O)(O)O.[OH-].[Na+]. Product: [CH3:1][C:2]1[CH:3]=[C:4]([O:15][C:16]2[C:25]3[C:20](=[CH:21][C:22]([O:28][CH2:55][CH:52]([CH2:53][OH:54])[CH2:51][OH:50])=[C:23]([O:26][CH3:27])[CH:24]=3)[N:19]=[CH:18][CH:17]=2)[C:5]([C:9]2[CH:10]=[CH:11][CH:12]=[CH:13][CH:14]=2)=[N:6][C:7]=1[CH3:8]. The catalyst class is: 30. (7) Product: [CH2:7]([O:6][C:4](=[O:5])[CH2:3][C:2]1[C:9]([C:10]([O:12][CH2:13][CH3:14])=[O:11])=[CH:15][N:29]=[C:28]([S:31][CH3:32])[N:30]=1)[CH3:8]. The catalyst class is: 8. Reactant: O=[C:2]([CH2:9][C:10]([O:12][CH2:13][CH3:14])=[O:11])[CH2:3][C:4]([O:6][CH2:7][CH3:8])=[O:5].[CH3:15]OC(OC)N(C)C.S(O)(O)(=O)=O.[C:28]([S:31][CH3:32])(=[NH:30])[NH2:29].